The task is: Regression. Given two drug SMILES strings and cell line genomic features, predict the synergy score measuring deviation from expected non-interaction effect.. This data is from NCI-60 drug combinations with 297,098 pairs across 59 cell lines. (1) Drug 1: CS(=O)(=O)CCNCC1=CC=C(O1)C2=CC3=C(C=C2)N=CN=C3NC4=CC(=C(C=C4)OCC5=CC(=CC=C5)F)Cl. Drug 2: CN1C2=C(C=C(C=C2)N(CCCl)CCCl)N=C1CCCC(=O)O.Cl. Cell line: RPMI-8226. Synergy scores: CSS=-2.33, Synergy_ZIP=2.16, Synergy_Bliss=2.09, Synergy_Loewe=-2.51, Synergy_HSA=-4.61. (2) Drug 1: CCC1(CC2CC(C3=C(CCN(C2)C1)C4=CC=CC=C4N3)(C5=C(C=C6C(=C5)C78CCN9C7C(C=CC9)(C(C(C8N6C)(C(=O)OC)O)OC(=O)C)CC)OC)C(=O)OC)O.OS(=O)(=O)O. Drug 2: CCN(CC)CCCC(C)NC1=C2C=C(C=CC2=NC3=C1C=CC(=C3)Cl)OC. Cell line: UACC-257. Synergy scores: CSS=7.08, Synergy_ZIP=2.00, Synergy_Bliss=-0.978, Synergy_Loewe=-1.68, Synergy_HSA=0.455. (3) Drug 1: CC1CCC2CC(C(=CC=CC=CC(CC(C(=O)C(C(C(=CC(C(=O)CC(OC(=O)C3CCCCN3C(=O)C(=O)C1(O2)O)C(C)CC4CCC(C(C4)OC)OCCO)C)C)O)OC)C)C)C)OC. Drug 2: C#CCC(CC1=CN=C2C(=N1)C(=NC(=N2)N)N)C3=CC=C(C=C3)C(=O)NC(CCC(=O)O)C(=O)O. Cell line: IGROV1. Synergy scores: CSS=41.6, Synergy_ZIP=-0.866, Synergy_Bliss=-3.43, Synergy_Loewe=-9.63, Synergy_HSA=-2.48. (4) Drug 1: C1=CC=C(C(=C1)C(C2=CC=C(C=C2)Cl)C(Cl)Cl)Cl. Drug 2: C(CC(=O)O)C(=O)CN.Cl. Cell line: LOX IMVI. Synergy scores: CSS=4.15, Synergy_ZIP=-2.27, Synergy_Bliss=0.162, Synergy_Loewe=-3.54, Synergy_HSA=-0.768. (5) Drug 1: C1=C(C(=O)NC(=O)N1)N(CCCl)CCCl. Drug 2: C1=CN(C(=O)N=C1N)C2C(C(C(O2)CO)O)O.Cl. Cell line: A549. Synergy scores: CSS=53.6, Synergy_ZIP=-5.39, Synergy_Bliss=-3.24, Synergy_Loewe=-11.0, Synergy_HSA=0.437. (6) Drug 1: CC1C(C(CC(O1)OC2CC(OC(C2O)C)OC3=CC4=CC5=C(C(=O)C(C(C5)C(C(=O)C(C(C)O)O)OC)OC6CC(C(C(O6)C)O)OC7CC(C(C(O7)C)O)OC8CC(C(C(O8)C)O)(C)O)C(=C4C(=C3C)O)O)O)O. Drug 2: C1=CC=C(C(=C1)C(C2=CC=C(C=C2)Cl)C(Cl)Cl)Cl. Cell line: UO-31. Synergy scores: CSS=50.4, Synergy_ZIP=-6.74, Synergy_Bliss=-15.2, Synergy_Loewe=-19.1, Synergy_HSA=-18.7. (7) Drug 1: CN(C)N=NC1=C(NC=N1)C(=O)N. Drug 2: CC1C(C(=O)NC(C(=O)N2CCCC2C(=O)N(CC(=O)N(C(C(=O)O1)C(C)C)C)C)C(C)C)NC(=O)C3=C4C(=C(C=C3)C)OC5=C(C(=O)C(=C(C5=N4)C(=O)NC6C(OC(=O)C(N(C(=O)CN(C(=O)C7CCCN7C(=O)C(NC6=O)C(C)C)C)C)C(C)C)C)N)C. Cell line: TK-10. Synergy scores: CSS=-1.20, Synergy_ZIP=0.718, Synergy_Bliss=-0.367, Synergy_Loewe=-3.15, Synergy_HSA=-2.84. (8) Drug 1: C1CCC(C1)C(CC#N)N2C=C(C=N2)C3=C4C=CNC4=NC=N3. Drug 2: C1=NC2=C(N=C(N=C2N1C3C(C(C(O3)CO)O)F)Cl)N. Cell line: TK-10. Synergy scores: CSS=12.8, Synergy_ZIP=-9.53, Synergy_Bliss=-4.04, Synergy_Loewe=-13.6, Synergy_HSA=-2.96. (9) Drug 1: CN(C)N=NC1=C(NC=N1)C(=O)N. Drug 2: C1=CC(=CC=C1CC(C(=O)O)N)N(CCCl)CCCl.Cl. Cell line: KM12. Synergy scores: CSS=12.6, Synergy_ZIP=-6.27, Synergy_Bliss=-6.78, Synergy_Loewe=-2.27, Synergy_HSA=-2.20. (10) Drug 1: CN(CC1=CN=C2C(=N1)C(=NC(=N2)N)N)C3=CC=C(C=C3)C(=O)NC(CCC(=O)O)C(=O)O. Drug 2: C1CN(P(=O)(OC1)NCCCl)CCCl. Cell line: HCT116. Synergy scores: CSS=74.1, Synergy_ZIP=11.3, Synergy_Bliss=9.01, Synergy_Loewe=-10.3, Synergy_HSA=9.66.